Predict the reactants needed to synthesize the given product. From a dataset of Full USPTO retrosynthesis dataset with 1.9M reactions from patents (1976-2016). Given the product [NH2:1][C:2]1[C:7]([C:8]([OH:10])=[O:9])=[C:6]([CH3:13])[N:5]=[C:4]2[S:14][C:15]([Br:18])=[C:16]([CH3:17])[C:3]=12, predict the reactants needed to synthesize it. The reactants are: [NH2:1][C:2]1[C:7]([C:8]([O:10]CC)=[O:9])=[C:6]([CH3:13])[N:5]=[C:4]2[S:14][C:15]([Br:18])=[C:16]([CH3:17])[C:3]=12.[OH-].[Na+].